From a dataset of Full USPTO retrosynthesis dataset with 1.9M reactions from patents (1976-2016). Predict the reactants needed to synthesize the given product. (1) Given the product [ClH:1].[CH3:22][O:21][C:18]1[CH:19]=[C:20]2[C:15]([CH:14]=[CH:13][C:12](=[O:23])[N:11]2[CH2:10][CH2:9][N:6]2[CH2:5][CH2:4][CH:3]([NH:2][CH2:34][C:25]3[CH:26]=[N:27][C:28]4[CH2:29][CH2:30][CH2:31][CH2:32][C:33]=4[N:24]=3)[CH2:8][CH2:7]2)=[N:16][CH:17]=1, predict the reactants needed to synthesize it. The reactants are: [ClH:1].[NH2:2][CH:3]1[CH2:8][CH2:7][N:6]([CH2:9][CH2:10][N:11]2[C:20]3[C:15](=[N:16][CH:17]=[C:18]([O:21][CH3:22])[CH:19]=3)[CH:14]=[CH:13][C:12]2=[O:23])[CH2:5][CH2:4]1.[N:24]1[C:33]2[CH2:32][CH2:31][CH2:30][CH2:29][C:28]=2[N:27]=[CH:26][C:25]=1[CH:34]=O.C(O[BH-](OC(=O)C)OC(=O)C)(=O)C.[Na+].C(=O)([O-])O.[Na+].[OH-].[Na+]. (2) Given the product [Br:1][C:2]1[C:3]([CH3:14])=[N:4][N:5]([C:7]2[CH:12]=[CH:11][C:10]([N:18]([CH3:17])[CH3:15])=[CH:9][CH:8]=2)[CH:6]=1, predict the reactants needed to synthesize it. The reactants are: [Br:1][C:2]1[C:3]([CH3:14])=[N:4][N:5]([C:7]2[CH:12]=[CH:11][C:10](N)=[CH:9][CH:8]=2)[CH:6]=1.[CH2:15]=O.[C:17]([BH3-])#[N:18].[Na+].[OH-].[Na+]. (3) Given the product [Br:1][C:2]1[CH:3]=[C:4]([C:13]#[C:12][CH2:11][CH2:10][CH2:9][N:14]2[C:15](=[O:24])[C:16]3[C:21](=[CH:20][CH:19]=[CH:18][CH:17]=3)[C:22]2=[O:23])[CH:5]=[CH:6][CH:7]=1, predict the reactants needed to synthesize it. The reactants are: [Br:1][C:2]1[CH:7]=[CH:6][CH:5]=[C:4](F)[CH:3]=1.[CH2:9]([N:14]1[C:22](=[O:23])[C:21]2[C:16](=[CH:17][CH:18]=[CH:19][CH:20]=2)[C:15]1=[O:24])[CH2:10][CH2:11][C:12]#[CH:13].C(N(CC)CC)C. (4) Given the product [F:5][C:6]1[CH:13]=[CH:12][CH:11]=[CH:10][C:7]=1[C:8]([OH:16])=[O:9], predict the reactants needed to synthesize it. The reactants are: Cl([O-])=O.[Na+].[F:5][C:6]1[CH:13]=[CH:12][CH:11]=[CH:10][C:7]=1[CH:8]=[O:9].S(=O)(=O)([OH:16])N. (5) Given the product [C:7]([CH:9]([C:15]1([CH3:2])[CH2:16][CH2:17][N:18]([C:21]2[CH:26]=[CH:25][C:24]([F:27])=[CH:23][CH:22]=2)[CH2:19][CH2:20]1)[C:10]([O:12][CH2:13][CH3:14])=[O:11])#[N:8], predict the reactants needed to synthesize it. The reactants are: [Cu][C:2]#N.C[Mg]I.[C:7]([C:9](=[C:15]1[CH2:20][CH2:19][N:18]([C:21]2[CH:26]=[CH:25][C:24]([F:27])=[CH:23][CH:22]=2)[CH2:17][CH2:16]1)[C:10]([O:12][CH2:13][CH3:14])=[O:11])#[N:8].[Cl-].[NH4+]. (6) Given the product [ClH:14].[NH2:10][CH2:9][C:5]1[C:6](=[O:8])[NH:7][C:2]([CH3:1])=[CH:3][C:4]=1[CH:11]([CH3:12])[CH3:13], predict the reactants needed to synthesize it. The reactants are: [CH3:1][C:2]1[NH:7][C:6](=[O:8])[C:5]([C:9]#[N:10])=[C:4]([CH:11]([CH3:13])[CH3:12])[CH:3]=1.[ClH:14].N#N. (7) Given the product [CH2:1]1[C:9]2[C:4](=[CH:5][C:6]([CH:10]([O:31][C:37]3[CH:38]=[CH:39][C:34]([O:33][CH3:32])=[CH:35][CH:36]=3)[CH2:11][CH2:12][N:13]3[CH2:14][CH2:15][CH:16]([C:19]4[CH:20]=[C:21]([NH:25][C:26](=[O:30])[CH:27]([CH3:28])[CH3:29])[CH:22]=[CH:23][CH:24]=4)[CH2:17][CH2:18]3)=[CH:7][CH:8]=2)[CH2:3][CH2:2]1, predict the reactants needed to synthesize it. The reactants are: [CH2:1]1[C:9]2[C:4](=[CH:5][C:6]([CH:10]([OH:31])[CH2:11][CH2:12][N:13]3[CH2:18][CH2:17][CH:16]([C:19]4[CH:20]=[C:21]([NH:25][C:26](=[O:30])[CH:27]([CH3:29])[CH3:28])[CH:22]=[CH:23][CH:24]=4)[CH2:15][CH2:14]3)=[CH:7][CH:8]=2)[CH2:3][CH2:2]1.[CH3:32][O:33][C:34]1[CH:39]=[CH:38][C:37](O)=[CH:36][CH:35]=1. (8) The reactants are: [Br:1][C:2]1[CH:3]=[C:4]2[C:14](=[CH:15][CH:16]=1)[C@:7]1([O:11][C:10](=[O:12])[NH:9][C:8]1=[O:13])[CH2:6][CH2:5]2.Br[CH2:18][C:19]([N:21]([CH:30]1[CH2:34][N:33]([C:35]([O:37][C:38]([CH3:41])([CH3:40])[CH3:39])=[O:36])[CH2:32][C:31]1([F:43])[F:42])[CH2:22][C:23]1[CH:28]=[CH:27][C:26]([F:29])=[CH:25][CH:24]=1)=[O:20].BrCC(N(CC1C=CC(F)=CC=1)[C@@H](C)C(F)(F)F)=O. Given the product [Br:1][C:2]1[CH:3]=[C:4]2[C:14](=[CH:15][CH:16]=1)[C@:7]1([O:11][C:10](=[O:12])[N:9]([CH2:18][C:19]([N:21]([CH:30]3[CH2:34][N:33]([C:35]([O:37][C:38]([CH3:40])([CH3:39])[CH3:41])=[O:36])[CH2:32][C:31]3([F:43])[F:42])[CH2:22][C:23]3[CH:28]=[CH:27][C:26]([F:29])=[CH:25][CH:24]=3)=[O:20])[C:8]1=[O:13])[CH2:6][CH2:5]2, predict the reactants needed to synthesize it. (9) Given the product [CH2:16]([O:18][C:19]([C:21]1[CH:22]=[N:23][N:24]([CH3:29])[C:25]=1[C:26](=[O:27])[NH:14][C:11]1[CH:12]=[CH:13][N:8]2[N:7]=[C:6]([N:1]3[CH2:2][CH2:3][CH2:4][CH2:5]3)[N:15]=[C:9]2[CH:10]=1)=[O:20])[CH3:17], predict the reactants needed to synthesize it. The reactants are: [N:1]1([C:6]2[N:15]=[C:9]3[CH:10]=[C:11]([NH2:14])[CH:12]=[CH:13][N:8]3[N:7]=2)[CH2:5][CH2:4][CH2:3][CH2:2]1.[CH2:16]([O:18][C:19]([C:21]1[CH:22]=[N:23][N:24]([CH3:29])[C:25]=1[C:26](O)=[O:27])=[O:20])[CH3:17].CCCP(=O)=O.C(N(CC)C(C)C)(C)C.